From a dataset of Full USPTO retrosynthesis dataset with 1.9M reactions from patents (1976-2016). Predict the reactants needed to synthesize the given product. (1) Given the product [CH3:11][C:9]1[N:10]=[C:5]2[C:4]([C:12]3[CH:17]=[CH:16][CH:15]=[C:14]([C:18]([F:21])([F:20])[F:19])[CH:13]=3)=[C:3]([CH3:22])[C:2]([C:28]3[N:32]([C:33]4[CH:40]=[CH:39][C:36]([C:37]#[N:38])=[CH:35][CH:34]=4)[N:31]=[CH:30][CH:29]=3)=[CH:7][N:6]2[CH:8]=1, predict the reactants needed to synthesize it. The reactants are: Br[C:2]1[C:3]([CH3:22])=[C:4]([C:12]2[CH:17]=[CH:16][CH:15]=[C:14]([C:18]([F:21])([F:20])[F:19])[CH:13]=2)[C:5]2[N:6]([CH:8]=[C:9]([CH3:11])[N:10]=2)[CH:7]=1.C([Sn](CCCC)(CCCC)[C:28]1[N:32]([C:33]2[CH:40]=[CH:39][C:36]([C:37]#[N:38])=[CH:35][CH:34]=2)[N:31]=[CH:30][CH:29]=1)CCC. (2) The reactants are: [Br:1][C:2]1[CH:3]=[C:4]2[N:10]([CH2:11][CH:12]3[CH2:17][CH2:16][C:15]([F:19])([F:18])[CH2:14][CH2:13]3)[CH:9]=[C:8](I)[C:5]2=[N:6][CH:7]=1.CC1(C)C(C)(C)OB([C:29]2[CH:30]=[N:31][N:32]([CH2:34][C:35]([F:38])([F:37])[F:36])[CH:33]=2)O1.C(=O)([O-])[O-].[K+].[K+]. Given the product [Br:1][C:2]1[CH:3]=[C:4]2[N:10]([CH2:11][CH:12]3[CH2:17][CH2:16][C:15]([F:19])([F:18])[CH2:14][CH2:13]3)[CH:9]=[C:8]([C:29]3[CH:30]=[N:31][N:32]([CH2:34][C:35]([F:38])([F:37])[F:36])[CH:33]=3)[C:5]2=[N:6][CH:7]=1, predict the reactants needed to synthesize it. (3) Given the product [Cl:1][C:2]1[C:3]([F:20])=[C:4]([F:19])[CH:5]=[C:6]2[C:11]=1[N:10]([CH:12]1[CH2:13][CH2:14]1)[CH:9]=[C:8]([C:15]([NH:58][CH2:57][C:56]1[CH:59]=[CH:60][C:61]([Cl:63])=[CH:62][C:55]=1[Cl:54])=[O:17])[C:7]2=[O:18], predict the reactants needed to synthesize it. The reactants are: [Cl:1][C:2]1[C:3]([F:20])=[C:4]([F:19])[CH:5]=[C:6]2[C:11]=1[N:10]([CH:12]1[CH2:14][CH2:13]1)[CH:9]=[C:8]([C:15]([OH:17])=O)[C:7]2=[O:18].C1CN([P+](ON2N=NC3C=CC=CC2=3)(N2CCCC2)N2CCCC2)CC1.F[P-](F)(F)(F)(F)F.[Cl:54][C:55]1[CH:62]=[C:61]([Cl:63])[CH:60]=[CH:59][C:56]=1[CH2:57][NH2:58]. (4) Given the product [F:35][C:4]1[CH:3]=[C:2]([NH:1][C:50]([C:47]2[C:48](=[O:49])[N:43]([C:40]3[CH:41]=[CH:42][C:37]([F:36])=[CH:38][CH:39]=3)[N:44]=[CH:45][CH:46]=2)=[O:51])[CH:34]=[CH:33][C:5]=1[O:6][C:7]1[CH:12]=[CH:11][N:10]=[C:9]2[NH:13][N:14]=[C:15]([NH:16][CH:17]3[CH2:22][CH2:21][N:20]([CH3:23])[CH2:19][CH2:18]3)[C:8]=12, predict the reactants needed to synthesize it. The reactants are: [NH2:1][C:2]1[CH:34]=[CH:33][C:5]([O:6][C:7]2[CH:12]=[CH:11][N:10]=[C:9]3[N:13](CC4C=CC(OC)=CC=4)[N:14]=[C:15]([NH:16][CH:17]4[CH2:22][CH2:21][N:20]([CH3:23])[CH2:19][CH2:18]4)[C:8]=23)=[C:4]([F:35])[CH:3]=1.[F:36][C:37]1[CH:42]=[CH:41][C:40]([N:43]2[C:48](=[O:49])[C:47]([C:50](O)=[O:51])=[CH:46][CH:45]=[N:44]2)=[CH:39][CH:38]=1.C([O-])(O)=O.[Na+]. (5) Given the product [CH2:14]([C@H:13]1[NH:8][CH2:9][C:10]([CH2:17][CH2:18][OH:19])([CH3:16])[O:11][CH2:12]1)[CH3:15], predict the reactants needed to synthesize it. The reactants are: C([N:8]1[C@H:13]([CH2:14][CH3:15])[CH2:12][O:11][C:10]([CH2:17][CH2:18][OH:19])([CH3:16])[CH2:9]1)C1C=CC=CC=1.